Dataset: Forward reaction prediction with 1.9M reactions from USPTO patents (1976-2016). Task: Predict the product of the given reaction. Given the reactants [C:1]1([S:7]([N:10]2[C:14]3[N:15]=[CH:16][N:17]=[C:18](Cl)[C:13]=3[C:12]([Br:20])=[CH:11]2)(=[O:9])=[O:8])[CH:6]=[CH:5][CH:4]=[CH:3][CH:2]=1.[C:21]([O:25][C:26]([N:28]1[CH2:33][CH2:32][NH:31][CH2:30][CH2:29]1)=[O:27])([CH3:24])([CH3:23])[CH3:22].CCN(C(C)C)C(C)C, predict the reaction product. The product is: [C:21]([O:25][C:26]([N:28]1[CH2:33][CH2:32][N:31]([C:18]2[C:13]3[C:12]([Br:20])=[CH:11][N:10]([S:7]([C:1]4[CH:6]=[CH:5][CH:4]=[CH:3][CH:2]=4)(=[O:9])=[O:8])[C:14]=3[N:15]=[CH:16][N:17]=2)[CH2:30][CH2:29]1)=[O:27])([CH3:24])([CH3:22])[CH3:23].